This data is from Reaction yield outcomes from USPTO patents with 853,638 reactions. The task is: Predict the reaction yield, written as a fraction of the theoretical maximum amount of product (1.0 means a 100% yield; for example, 0.34 means a 34% yield). (1) The reactants are [Br:1][C:2]1[CH:3]=[CH:4][C:5]([F:26])=[C:6]([C@:8]2([CH3:25])[CH:12]([CH2:13][CH2:14][CH2:15][OH:16])[O:11]S(=O)[N:9]2[C:18]([O:20][C:21]([CH3:24])([CH3:23])[CH3:22])=[O:19])[CH:7]=1.N1C=CN=C1.[C:32]([Si:36]([CH3:39])([CH3:38])Cl)([CH3:35])([CH3:34])[CH3:33]. The catalyst is C(Cl)Cl. The product is [Br:1][C:2]1[CH:3]=[CH:4][C:5]([F:26])=[C:6]([C@@:8]([NH:9][C:18](=[O:19])[O:20][C:21]([CH3:24])([CH3:23])[CH3:22])([CH:12]([OH:11])[CH2:13][CH2:14][CH2:15][O:16][Si:36]([C:32]([CH3:35])([CH3:34])[CH3:33])([CH3:39])[CH3:38])[CH3:25])[CH:7]=1. The yield is 1.00. (2) The reactants are C(OC([N:8]1[CH2:13][CH2:12][CH:11]([NH:14][C:15]2[CH:20]=[CH:19][C:18]([S:21]([CH3:24])(=[O:23])=[O:22])=[CH:17][N:16]=2)[CH2:10][CH2:9]1)=O)(C)(C)C.Cl.O1CCOCC1.C(=O)([O-])[O-].[K+].[K+]. The catalyst is C(O)C. The product is [CH3:24][S:21]([C:18]1[CH:19]=[CH:20][C:15]([NH:14][CH:11]2[CH2:12][CH2:13][NH:8][CH2:9][CH2:10]2)=[N:16][CH:17]=1)(=[O:22])=[O:23]. The yield is 0.740. (3) The reactants are [Cl:1][C:2]1[CH:3]=[C:4]([CH2:20][C:21]([O:23]CC)=[O:22])[CH:5]=[CH:6][C:7]=1[O:8][CH2:9][C:10]1[CH:19]=[CH:18][C:17]2[C:12](=[CH:13][CH:14]=[CH:15][CH:16]=2)[N:11]=1.CO.O[Li].O.Cl. The catalyst is O.C1COCC1. The product is [Cl:1][C:2]1[CH:3]=[C:4]([CH2:20][C:21]([OH:23])=[O:22])[CH:5]=[CH:6][C:7]=1[O:8][CH2:9][C:10]1[CH:19]=[CH:18][C:17]2[C:12](=[CH:13][CH:14]=[CH:15][CH:16]=2)[N:11]=1. The yield is 0.860. (4) The reactants are [CH:1]([N:4]1[CH2:9][CH2:8][C:7]([C:10]2[CH:31]=[CH:30][C:13]3[C:14]4[N:18]([CH2:19][CH2:20][O:21][C:12]=3[CH:11]=2)[CH:17]=[C:16]([C:22]2[N:23]([CH:27]([CH3:29])[CH3:28])[N:24]=[CH:25][N:26]=2)[N:15]=4)=[C:6]([C:32]([NH2:34])=[O:33])[CH2:5]1)([CH3:3])[CH3:2]. The catalyst is [Pt](=O)=O. The product is [CH:1]([N:4]1[CH2:9][CH2:8][CH:7]([C:10]2[CH:31]=[CH:30][C:13]3[C:14]4[N:18]([CH:17]=[C:16]([C:22]5[N:23]([CH:27]([CH3:29])[CH3:28])[N:24]=[CH:25][N:26]=5)[N:15]=4)[CH2:19][CH2:20][O:21][C:12]=3[CH:11]=2)[CH:6]([C:32]([NH2:34])=[O:33])[CH2:5]1)([CH3:2])[CH3:3]. The yield is 0.520. (5) The reactants are [NH2:1][C:2]1[C:7]([O:8][CH2:9][C:10]([F:13])([F:12])[F:11])=[CH:6][C:5]([CH:14]([CH2:20][CH:21]2[CH2:23][CH2:22]2)[C:15]([O:17][CH2:18][CH3:19])=[O:16])=[CH:4][C:3]=1Br.[F:25][C:26]([F:37])([F:36])[C:27]1[CH:32]=[CH:31][C:30](B(O)O)=[CH:29][CH:28]=1.[F-].[Cs+].CCOC(C)=O. The catalyst is COCCOC.C1C=CC([P]([Pd]([P](C2C=CC=CC=2)(C2C=CC=CC=2)C2C=CC=CC=2)([P](C2C=CC=CC=2)(C2C=CC=CC=2)C2C=CC=CC=2)[P](C2C=CC=CC=2)(C2C=CC=CC=2)C2C=CC=CC=2)(C2C=CC=CC=2)C2C=CC=CC=2)=CC=1.O. The product is [NH2:1][C:2]1[C:3]([C:30]2[CH:31]=[CH:32][C:27]([C:26]([F:37])([F:36])[F:25])=[CH:28][CH:29]=2)=[CH:4][C:5]([CH:14]([CH2:20][CH:21]2[CH2:23][CH2:22]2)[C:15]([O:17][CH2:18][CH3:19])=[O:16])=[CH:6][C:7]=1[O:8][CH2:9][C:10]([F:13])([F:12])[F:11]. The yield is 0.820. (6) The reactants are Cl[C:2]1[N:11]=[C:10]([N:12]2[CH2:17][CH2:16][O:15][CH2:14][CH2:13]2)[C:9]2[C:4](=[C:5]([C:18]3[CH:19]=[N:20][C:21]([F:24])=[CH:22][CH:23]=3)[CH:6]=[CH:7][CH:8]=2)[N:3]=1.[CH3:25][N:26]([CH3:54])[C:27](=[O:53])[C:28]1[CH:33]=[CH:32][C:31]([NH:34][C:35]([NH:37][C:38]2[CH:43]=[CH:42][C:41](B3OC(C)(C)C(C)(C)O3)=[CH:40][CH:39]=2)=[O:36])=[CH:30][CH:29]=1.C(=O)([O-])[O-].[Cs+].[Cs+].CN(C=O)C. The catalyst is Cl[Pd](Cl)([P](C1C=CC=CC=1)(C1C=CC=CC=1)C1C=CC=CC=1)[P](C1C=CC=CC=1)(C1C=CC=CC=1)C1C=CC=CC=1.O. The product is [F:24][C:21]1[N:20]=[CH:19][C:18]([C:5]2[CH:6]=[CH:7][CH:8]=[C:9]3[C:4]=2[N:3]=[C:2]([C:41]2[CH:40]=[CH:39][C:38]([NH:37][C:35](=[O:36])[NH:34][C:31]4[CH:30]=[CH:29][C:28]([C:27]([N:26]([CH3:54])[CH3:25])=[O:53])=[CH:33][CH:32]=4)=[CH:43][CH:42]=2)[N:11]=[C:10]3[N:12]2[CH2:17][CH2:16][O:15][CH2:14][CH2:13]2)=[CH:23][CH:22]=1. The yield is 0.0700. (7) The reactants are C([O:8][C:9]1[CH:14]=[CH:13][C:12]2[C:15]3([CH2:38][O:39][C:11]=2[CH:10]=1)[C:23]1[C:18](=[CH:19][CH:20]=[CH:21][CH:22]=1)[N:17]([CH:24]([C:31]1[CH:36]=[CH:35][CH:34]=[CH:33][CH:32]=1)[C:25]1[CH:30]=[CH:29][CH:28]=[CH:27][CH:26]=1)[C:16]3=[O:37])C1C=CC=CC=1.I[Si](C)(C)C. The catalyst is ClCCl. The product is [C:31]1([CH:24]([C:25]2[CH:30]=[CH:29][CH:28]=[CH:27][CH:26]=2)[N:17]2[C:18]3[C:23](=[CH:22][CH:21]=[CH:20][CH:19]=3)[C:15]3([C:12]4[CH:13]=[CH:14][C:9]([OH:8])=[CH:10][C:11]=4[O:39][CH2:38]3)[C:16]2=[O:37])[CH:32]=[CH:33][CH:34]=[CH:35][CH:36]=1. The yield is 0.670.